From a dataset of Full USPTO retrosynthesis dataset with 1.9M reactions from patents (1976-2016). Predict the reactants needed to synthesize the given product. (1) The reactants are: [Cl:1][C:2]1[CH:3]=[CH:4][C:5]2[O:9][C:8]([C:10]3[CH:15]=[CH:14][C:13]([F:16])=[CH:12][CH:11]=3)=[C:7]([C:17]3[NH:18][CH2:19][CH2:20][N:21]=3)[C:6]=2[C:22]=1[F:23].C(=O)([O-])[O-].[K+].[K+].C(O)(=O)C.C(O)(=O)C.IC1C=CC=CC=1.O. Given the product [Cl:1][C:2]1[CH:3]=[CH:4][C:5]2[O:9][C:8]([C:10]3[CH:15]=[CH:14][C:13]([F:16])=[CH:12][CH:11]=3)=[C:7]([C:17]3[NH:21][CH:20]=[CH:19][N:18]=3)[C:6]=2[C:22]=1[F:23], predict the reactants needed to synthesize it. (2) Given the product [Br:22][C:23]1[S:27][C:26]([S:28]([N:17]2[CH2:18][CH2:19][N:14]([C:11]3[CH:10]=[CH:9][C:8]([C:5]([OH:7])([CH3:6])[C:4]([F:3])([F:20])[F:21])=[CH:13][CH:12]=3)[CH2:15][CH2:16]2)(=[O:30])=[O:29])=[CH:25][CH:24]=1, predict the reactants needed to synthesize it. The reactants are: Cl.Cl.[F:3][C:4]([F:21])([F:20])[C:5]([C:8]1[CH:13]=[CH:12][C:11]([N:14]2[CH2:19][CH2:18][NH:17][CH2:16][CH2:15]2)=[CH:10][CH:9]=1)([OH:7])[CH3:6].[Br:22][C:23]1[S:27][C:26]([S:28](Cl)(=[O:30])=[O:29])=[CH:25][CH:24]=1.C(N(CC)CC)C. (3) Given the product [Cl:19][C:20]1[C:25]([Cl:26])=[CH:24][CH:23]=[CH:22][C:21]=1[N:27]1[CH2:32][CH2:31][N:30]([CH2:17][CH2:16][CH2:15][CH2:14][O:13][C:7]2[N:8]=[C:9]3[C:4]([CH:3]=[C:2]([CH3:1])[C:11](=[O:12])[NH:10]3)=[CH:5][CH:6]=2)[CH2:29][CH2:28]1, predict the reactants needed to synthesize it. The reactants are: [CH3:1][C:2]1[C:11](=[O:12])[NH:10][C:9]2[N:8]=[C:7]([O:13][CH2:14][CH2:15][CH2:16][CH:17]=O)[CH:6]=[CH:5][C:4]=2[CH:3]=1.[Cl:19][C:20]1[C:25]([Cl:26])=[CH:24][CH:23]=[CH:22][C:21]=1[N:27]1[CH2:32][CH2:31][NH:30][CH2:29][CH2:28]1.[BH-](OC(C)=O)(OC(C)=O)OC(C)=O.[Na+]. (4) The reactants are: [CH3:1][C:2]1[CH:3]=[N:4][N:5]([CH2:7][C:8]2[CH:13]=[CH:12][C:11]([CH2:14]O)=[CH:10][CH:9]=2)[CH:6]=1.S(Cl)([Cl:18])=O. Given the product [Cl:18][CH2:14][C:11]1[CH:12]=[CH:13][C:8]([CH2:7][N:5]2[CH:6]=[C:2]([CH3:1])[CH:3]=[N:4]2)=[CH:9][CH:10]=1, predict the reactants needed to synthesize it. (5) The reactants are: [CH2:1]=[CH:2][C@@H:3]([OH:8])[CH2:4][CH2:5][C:6]#[CH:7].C(N(CC)CC)C.O([Si:24]([C:27]([CH3:30])([CH3:29])[CH3:28])([CH3:26])[CH3:25])S(C(F)(F)F)(=O)=O.O. Given the product [C:27]([Si:24]([CH3:26])([CH3:25])[O:8][C@H:3]([CH:2]=[CH2:1])[CH2:4][CH2:5][C:6]#[CH:7])([CH3:30])([CH3:29])[CH3:28], predict the reactants needed to synthesize it. (6) The reactants are: [CH2:1]([O:3][C:4]([N:6]1[CH2:11][CH2:10][CH:9]([C:12]2[C:20]3[C:15](=[CH:16][CH:17]=[C:18]([O:21][CH3:22])[CH:19]=3)[NH:14][CH:13]=2)[CH2:8][CH2:7]1)=[O:5])[CH3:2].Br[CH2:24][C:25]1[CH:29]=[CH:28][S:27][CH:26]=1. Given the product [CH2:1]([O:3][C:4]([N:6]1[CH2:11][CH2:10][CH:9]([C:12]2[C:20]3[C:15](=[CH:16][CH:17]=[C:18]([O:21][CH3:22])[CH:19]=3)[N:14]([CH2:24][C:25]3[CH:29]=[CH:28][S:27][CH:26]=3)[CH:13]=2)[CH2:8][CH2:7]1)=[O:5])[CH3:2], predict the reactants needed to synthesize it. (7) Given the product [CH2:1]([C@H:8]([NH:22][C:23](=[O:32])[C:24]1[CH:29]=[C:28]([CH3:30])[CH:27]=[C:26]([C:34]2[O:33][CH:37]=[CH:36][CH:35]=2)[CH:25]=1)[C@H:9]([OH:21])[CH2:10][NH:11][CH2:12][C:13]1[CH:18]=[CH:17][CH:16]=[C:15]([O:19][CH3:20])[CH:14]=1)[C:2]1[CH:7]=[CH:6][CH:5]=[CH:4][CH:3]=1, predict the reactants needed to synthesize it. The reactants are: [CH2:1]([C@@H:8]([NH:22][C:23](=[O:32])[C:24]1[CH:29]=[C:28]([CH3:30])[CH:27]=[C:26](Br)[CH:25]=1)[C@H:9]([OH:21])[CH2:10][NH:11][CH2:12][C:13]1[CH:18]=[CH:17][CH:16]=[C:15]([O:19][CH3:20])[CH:14]=1)[C:2]1[CH:7]=[CH:6][CH:5]=[CH:4][CH:3]=1.[O:33]1[CH:37]=[CH:36][CH:35]=[C:34]1B(O)O.C(=O)([O-])[O-].[Na+].[Na+]. (8) Given the product [CH2:1]([O:3][C@@H:4]([CH2:9][C:10]1[CH:15]=[CH:14][C:13]([C:16]2[CH:21]=[CH:20][CH:19]=[C:18]([CH2:22][NH:23][CH3:24])[CH:17]=2)=[CH:12][CH:11]=1)[C:5]([O:7][CH3:8])=[O:6])[CH3:2], predict the reactants needed to synthesize it. The reactants are: [CH2:1]([O:3][C@@H:4]([C@H:9](O)[C:10]1[CH:15]=[CH:14][C:13]([C:16]2[CH:21]=[CH:20][CH:19]=[C:18]([CH2:22][NH:23][CH3:24])[CH:17]=2)=[CH:12][CH:11]=1)[C:5]([O:7][CH3:8])=[O:6])[CH3:2].C(N(CC)CC)C.